From a dataset of Forward reaction prediction with 1.9M reactions from USPTO patents (1976-2016). Predict the product of the given reaction. Given the reactants C(OC([NH:8][CH2:9][CH2:10][CH2:11][N:12]1[C:16]2[CH:17]=[CH:18][C:19]([C:21]([OH:23])=O)=[CH:20][C:15]=2[N:14]=[CH:13]1)=O)(C)(C)C.[NH2:24][C:25]1[S:26][C:27]([CH3:30])=[N:28][N:29]=1, predict the reaction product. The product is: [CH3:30][C:27]1[S:26][C:25]([NH:24][C:21]([C:19]2[CH:18]=[CH:17][C:16]3[N:12]([CH2:11][CH2:10][CH2:9][NH2:8])[CH:13]=[N:14][C:15]=3[CH:20]=2)=[O:23])=[N:29][N:28]=1.